Predict the product of the given reaction. From a dataset of Forward reaction prediction with 1.9M reactions from USPTO patents (1976-2016). (1) Given the reactants C(=O)([O-])[O-].[K+].[K+].C(O[C:10]([CH:12]1[C:17](=[O:18])[CH2:16][CH2:15][N:14]([CH2:19][C:20]2[CH:25]=[CH:24][CH:23]=[CH:22][CH:21]=2)[CH2:13]1)=O)C.[CH2:26](I)[CH2:27][CH2:28]C, predict the reaction product. The product is: [CH2:19]([N:14]1[CH2:15][CH2:16][C:17](=[O:18])[CH:12]([CH2:10][CH2:26][CH2:27][CH3:28])[CH2:13]1)[C:20]1[CH:21]=[CH:22][CH:23]=[CH:24][CH:25]=1. (2) Given the reactants [F:1][C:2]1[CH:10]=[CH:9][C:8](I)=[CH:7][C:3]=1[C:4]([OH:6])=[O:5].[CH3:12][C:13]1([CH3:29])[C:17]([CH3:19])([CH3:18])[O:16][B:15]([B:15]2[O:16][C:17]([CH3:19])([CH3:18])[C:13]([CH3:29])([CH3:12])[O:14]2)[O:14]1.CC([O-])=O.[K+].O, predict the reaction product. The product is: [F:1][C:2]1[CH:10]=[CH:9][C:8]([B:15]2[O:16][C:17]([CH3:19])([CH3:18])[C:13]([CH3:29])([CH3:12])[O:14]2)=[CH:7][C:3]=1[C:4]([OH:6])=[O:5]. (3) The product is: [ClH:22].[C:1]([C:5]1[CH:6]=[C:7]([CH:15]=[C:16]([C:18]([CH3:21])([CH3:20])[CH3:19])[CH:17]=1)[CH:8]=[C:9]1[CH2:13][CH2:12][CH:11]([CH2:23][N:24]([CH3:26])[CH3:25])[C:10]1=[O:14])([CH3:4])([CH3:3])[CH3:2]. Given the reactants [C:1]([C:5]1[CH:6]=[C:7]([CH:15]=[C:16]([C:18]([CH3:21])([CH3:20])[CH3:19])[CH:17]=1)[CH:8]=[C:9]1[CH2:13][CH2:12][CH2:11][C:10]1=[O:14])([CH3:4])([CH3:3])[CH3:2].[Cl-:22].[CH3:23][N+:24](=[CH2:26])[CH3:25], predict the reaction product. (4) Given the reactants [C:1]([O:5][C:6](=[O:15])[CH2:7]/[N:8]=[CH:9]/[CH2:10][C:11]([CH3:14])([CH3:13])[CH3:12])([CH3:4])([CH3:3])[CH3:2].[Cl:16][C:17]1[C:18]([F:35])=[C:19](/[CH:23]=[C:24](/[C:27]2[CH:32]=[CH:31][C:30]([Cl:33])=[CH:29][C:28]=2[CH3:34])\[C:25]#[N:26])[CH:20]=[CH:21][CH:22]=1.C(N(CC)CC)C, predict the reaction product. The product is: [C:1]([O:5][C:6]([CH:7]1[CH:23]([C:19]2[CH:20]=[CH:21][CH:22]=[C:17]([Cl:16])[C:18]=2[F:35])[C:24]([C:27]2[CH:32]=[CH:31][C:30]([Cl:33])=[CH:29][C:28]=2[CH3:34])([C:25]#[N:26])[CH:9]([CH2:10][C:11]([CH3:14])([CH3:13])[CH3:12])[NH:8]1)=[O:15])([CH3:4])([CH3:3])[CH3:2]. (5) Given the reactants [F:1][C:2]1[CH:7]=[CH:6][C:5]([NH2:8])=[CH:4][C:3]=1[N+:9]([O-:11])=[O:10].[F:12][C:13]1[CH:21]=[CH:20][C:19]([F:22])=[CH:18][C:14]=1[C:15](Cl)=[O:16].S1C=CC=C1C(Cl)=O, predict the reaction product. The product is: [F:12][C:13]1[CH:21]=[CH:20][C:19]([F:22])=[CH:18][C:14]=1[C:15]([NH:8][C:5]1[CH:6]=[CH:7][C:2]([F:1])=[C:3]([N+:9]([O-:11])=[O:10])[CH:4]=1)=[O:16]. (6) Given the reactants [NH2:1][C:2]1[CH:10]=[CH:9][C:5]([C:6]([OH:8])=[O:7])=[CH:4][C:3]=1[O:11][C:12]([F:15])([F:14])[F:13].[Br:16]Br.O, predict the reaction product. The product is: [NH2:1][C:2]1[C:3]([O:11][C:12]([F:13])([F:14])[F:15])=[CH:4][C:5]([C:6]([OH:8])=[O:7])=[CH:9][C:10]=1[Br:16]. (7) Given the reactants BrC1C=CC=C(CBr)C=1.Br[C:11]1[CH:12]=[C:13]([CH:45]=[CH:46][CH:47]=1)[CH2:14][N:15]1[C:19]2[CH:20]=[CH:21][C:22]([O:24][CH2:25][C:26]3[CH:35]=[CH:34][C:33]4[C:28](=[CH:29][CH:30]=[CH:31][CH:32]=4)[N:27]=3)=[CH:23][C:18]=2[N:17]=[C:16]1[CH2:36][C:37]([CH3:44])([CH3:43])[C:38]([O:40][CH2:41][CH3:42])=[O:39].[CH3:48][O:49][C:50]1[N:55]=[CH:54][C:53](B(O)O)=[CH:52][CH:51]=1.C([O-])([O-])=O.[K+].[K+], predict the reaction product. The product is: [CH3:48][O:49][C:50]1[N:55]=[CH:54][C:53]([C:11]2[CH:12]=[C:13]([CH:45]=[CH:46][CH:47]=2)[CH2:14][N:15]2[C:19]3[CH:20]=[CH:21][C:22]([O:24][CH2:25][C:26]4[CH:35]=[CH:34][C:33]5[C:28](=[CH:29][CH:30]=[CH:31][CH:32]=5)[N:27]=4)=[CH:23][C:18]=3[N:17]=[C:16]2[CH2:36][C:37]([CH3:44])([CH3:43])[C:38]([OH:40])=[O:39])=[CH:52][CH:51]=1.[CH3:48][O:49][C:50]1[N:55]=[CH:54][C:53]([C:11]2[CH:12]=[C:13]([CH:45]=[CH:46][CH:47]=2)[CH2:14][N:15]2[C:19]3[CH:20]=[CH:21][C:22]([O:24][CH2:25][C:26]4[CH:35]=[CH:34][C:33]5[C:28](=[CH:29][CH:30]=[CH:31][CH:32]=5)[N:27]=4)=[CH:23][C:18]=3[N:17]=[C:16]2[CH2:36][C:37]([CH3:43])([CH3:44])[C:38]([O:40][CH2:41][CH3:42])=[O:39])=[CH:52][CH:51]=1.